This data is from Peptide-MHC class I binding affinity with 185,985 pairs from IEDB/IMGT. The task is: Regression. Given a peptide amino acid sequence and an MHC pseudo amino acid sequence, predict their binding affinity value. This is MHC class I binding data. (1) The peptide sequence is SHEQGDIAL. The MHC is HLA-A26:02 with pseudo-sequence HLA-A26:02. The binding affinity (normalized) is 0.0847. (2) The MHC is Mamu-A07 with pseudo-sequence Mamu-A07. The binding affinity (normalized) is 0. The peptide sequence is KTKDYVNGL. (3) The peptide sequence is TPGPGVRYPL. The MHC is HLA-B58:01 with pseudo-sequence HLA-B58:01. The binding affinity (normalized) is 0. (4) The peptide sequence is AVYSSSMVK. The MHC is HLA-A30:01 with pseudo-sequence HLA-A30:01. The binding affinity (normalized) is 0.736. (5) The binding affinity (normalized) is 0.713. The MHC is HLA-A02:01 with pseudo-sequence HLA-A02:01. The peptide sequence is GLISGSTFSI. (6) The peptide sequence is CEALLADGL. The MHC is HLA-A02:11 with pseudo-sequence HLA-A02:11. The binding affinity (normalized) is 0.0847. (7) The peptide sequence is VKMPTHRHI. The MHC is HLA-A26:01 with pseudo-sequence HLA-A26:01. The binding affinity (normalized) is 0. (8) The peptide sequence is MVFGRFSFA. The MHC is HLA-A02:01 with pseudo-sequence HLA-A02:01. The binding affinity (normalized) is 0.872. (9) The peptide sequence is GLASVVVHTK. The MHC is HLA-A68:01 with pseudo-sequence HLA-A68:01. The binding affinity (normalized) is 0.689.